This data is from Reaction yield outcomes from USPTO patents with 853,638 reactions. The task is: Predict the reaction yield, written as a fraction of the theoretical maximum amount of product (1.0 means a 100% yield; for example, 0.34 means a 34% yield). (1) The reactants are Br.[N+:2]([C:5]1[C:6]([OH:21])=[C:7]([C:12]2[CH:17]=[CH:16][CH:15]=[C:14]([C:18]([OH:20])=[O:19])[CH:13]=2)[CH:8]=[C:9]([F:11])[CH:10]=1)([O-])=O.C([O-])=O.[NH4+]. The catalyst is C(O)C.[Pd]. The product is [NH2:2][C:5]1[C:6]([OH:21])=[C:7]([C:12]2[CH:17]=[CH:16][CH:15]=[C:14]([C:18]([OH:20])=[O:19])[CH:13]=2)[CH:8]=[C:9]([F:11])[CH:10]=1. The yield is 0.915. (2) The catalyst is C(OCC)(=O)C. The product is [CH2:13]([C:17]1[N:18]=[C:19]([O:45][CH3:46])[N:20]([C:39]2[CH:40]=[CH:41][CH:42]=[CH:43][CH:44]=2)[C:21](=[O:38])[C:22]=1[CH2:23][C:24]1[CH:29]=[CH:28][C:27]([C:30]2[CH:35]=[CH:34][CH:33]=[CH:32][C:31]=2[C:36]2[NH:3][C:4](=[O:7])[O:5][N:37]=2)=[CH:26][CH:25]=1)[CH2:14][CH2:15][CH3:16]. The reactants are [Cl-].O[NH3+:3].[C:4](=[O:7])([O-])[OH:5].[Na+].CS(C)=O.[CH2:13]([C:17]1[N:18]=[C:19]([O:45][CH3:46])[N:20]([C:39]2[CH:44]=[CH:43][CH:42]=[CH:41][CH:40]=2)[C:21](=[O:38])[C:22]=1[CH2:23][C:24]1[CH:29]=[CH:28][C:27]([C:30]2[C:31]([C:36]#[N:37])=[CH:32][CH:33]=[CH:34][CH:35]=2)=[CH:26][CH:25]=1)[CH2:14][CH2:15][CH3:16]. The yield is 0.220. (3) The reactants are [NH2:1][C:2]1[C:3]([O:28][C:29]2[CH:34]=[CH:33][C:32]([F:35])=[CH:31][C:30]=2[F:36])=[C:4]([C:9]2[C:10]3[C:11](=[N:17][N:18](COCC[Si](C)(C)C)[CH:19]=3)[C:12](=[O:16])[N:13]([CH3:15])[CH:14]=2)[CH:5]=[CH:6][C:7]=1[NH2:8].[N:37]([O-])=O.[Na+]. The catalyst is C(O)(=O)C.C(OCC)(=O)C.O. The product is [F:36][C:30]1[CH:31]=[C:32]([F:35])[CH:33]=[CH:34][C:29]=1[O:28][C:3]1[C:2]2[N:1]=[N:37][NH:8][C:7]=2[CH:6]=[CH:5][C:4]=1[C:9]1[C:10]2[CH:19]=[N:18][NH:17][C:11]=2[C:12](=[O:16])[N:13]([CH3:15])[CH:14]=1. The yield is 0.200. (4) The reactants are [Si:1]([O:18][CH:19]1[CH2:22][N:21]([C:23]2[S:24][CH:25]=[C:26]([C:28](OCC)=[O:29])[N:27]=2)[CH2:20]1)([C:14]([CH3:17])([CH3:16])[CH3:15])([C:8]1[CH:13]=[CH:12][CH:11]=[CH:10][CH:9]=1)[C:2]1[CH:7]=[CH:6][CH:5]=[CH:4][CH:3]=1.[CH3:33][N:34]1[CH2:39][CH2:38][NH:37][CH2:36][CH2:35]1.C[Al](C)C.C(O)(=O)C.C(OCC)(=O)C. The catalyst is C1(C)C=CC=CC=1. The product is [Si:1]([O:18][CH:19]1[CH2:22][N:21]([C:23]2[S:24][CH:25]=[C:26]([C:28]([N:37]3[CH2:38][CH2:39][N:34]([CH3:33])[CH2:35][CH2:36]3)=[O:29])[N:27]=2)[CH2:20]1)([C:14]([CH3:15])([CH3:17])[CH3:16])([C:8]1[CH:13]=[CH:12][CH:11]=[CH:10][CH:9]=1)[C:2]1[CH:7]=[CH:6][CH:5]=[CH:4][CH:3]=1. The yield is 0.850. (5) The reactants are Cl.[NH:2]1[C:6]([CH2:7][NH2:8])=[CH:5][N:4]=[N:3]1.[F:9][C:10]1[CH:15]=[CH:14][C:13]([C:16]2[CH:21]=[CH:20][C:19]([S:22](Cl)(=[O:24])=[O:23])=[CH:18][CH:17]=2)=[CH:12][CH:11]=1. No catalyst specified. The product is [NH:2]1[C:6]([CH2:7][NH:8][S:22]([C:19]2[CH:18]=[CH:17][C:16]([C:13]3[CH:14]=[CH:15][C:10]([F:9])=[CH:11][CH:12]=3)=[CH:21][CH:20]=2)(=[O:23])=[O:24])=[CH:5][N:4]=[N:3]1. The yield is 0.300. (6) The reactants are [Br:1][C:2]1[CH2:6][CH:5]([C:7]([O:9][CH2:10][CH3:11])=[O:8])[N:4]([C:12]2[C:17]([Cl:18])=[CH:16][CH:15]=[CH:14][N:13]=2)[N:3]=1.S(OOS([O-])(=O)=O)([O-])(=O)=O.[K+].[K+].S(=O)(=O)(O)O. The catalyst is C(#N)C. The product is [Br:1][C:2]1[CH:6]=[C:5]([C:7]([O:9][CH2:10][CH3:11])=[O:8])[N:4]([C:12]2[C:17]([Cl:18])=[CH:16][CH:15]=[CH:14][N:13]=2)[N:3]=1. The yield is 0.900. (7) The reactants are [CH2:1]([O:8][C:9]([NH:11][C:12]([C:20]([O:22][CH2:23][CH3:24])=[O:21])([CH2:16][CH2:17][CH:18]=[CH2:19])[C:13](O)=[O:14])=[O:10])[C:2]1[CH:7]=[CH:6][CH:5]=[CH:4][CH:3]=1.C(N(CC)CC)C.ClC(OCC)=O.[BH4-].[Na+].Cl. The catalyst is O1CCCC1.O.C(OCC)(=O)C. The product is [CH2:1]([O:8][C:9]([NH:11][C:12]([CH2:13][OH:14])([CH2:16][CH2:17][CH:18]=[CH2:19])[C:20]([O:22][CH2:23][CH3:24])=[O:21])=[O:10])[C:2]1[CH:3]=[CH:4][CH:5]=[CH:6][CH:7]=1. The yield is 0.480.